This data is from Forward reaction prediction with 1.9M reactions from USPTO patents (1976-2016). The task is: Predict the product of the given reaction. Given the reactants [I:1][C:2]1[CH:3]=[C:4]2[C:9](=[CH:10][CH:11]=1)[N:8]=[CH:7][NH:6][C:5]2=O.P(Cl)(Cl)(Cl)=O.C(N(CC)CC)C.[CH2:25]([NH2:32])[C:26]1[CH:31]=[CH:30][CH:29]=[CH:28][CH:27]=1, predict the reaction product. The product is: [I:1][C:2]1[CH:3]=[C:4]2[C:9](=[CH:10][CH:11]=1)[N:8]=[CH:7][N:6]=[C:5]2[NH:32][CH2:25][C:26]1[CH:31]=[CH:30][CH:29]=[CH:28][CH:27]=1.